Dataset: Catalyst prediction with 721,799 reactions and 888 catalyst types from USPTO. Task: Predict which catalyst facilitates the given reaction. (1) Reactant: [C:1]([O:4][CH2:5][CH3:6])(=[O:3])[CH3:2].C([N-]C(C)C)(C)C.[Li+].[Br:15][C:16]([CH2:18]Br)=[CH2:17]. Product: [Br:15][C:16](=[CH2:17])[CH2:18][CH2:2][C:1]([O:4][CH2:5][CH3:6])=[O:3]. The catalyst class is: 804. (2) Reactant: [Br:1][C:2]1[CH:10]=[CH:9][C:5]([C:6](O)=[O:7])=[C:4]([Cl:11])[CH:3]=1.B.O1CCCC1.O.C([O-])(O)=O.[Na+]. Product: [Br:1][C:2]1[CH:10]=[CH:9][C:5]([CH2:6][OH:7])=[C:4]([Cl:11])[CH:3]=1. The catalyst class is: 7.